From a dataset of Reaction yield outcomes from USPTO patents with 853,638 reactions. Predict the reaction yield, written as a fraction of the theoretical maximum amount of product (1.0 means a 100% yield; for example, 0.34 means a 34% yield). (1) The reactants are [Br:1][C:2]1[CH:23]=[CH:22][C:5]([CH2:6][C:7]2([C:17](OCC)=[O:18])[CH2:12][CH2:11][CH:10]([C:13]([F:16])([F:15])[F:14])[CH2:9][CH2:8]2)=[C:4](I)[CH:3]=1.C([Mg]Cl)(C)C.[Cl-].[Li+]. The catalyst is C1COCC1. The product is [Br:1][C:2]1[CH:23]=[C:22]2[C:5]([CH2:6][C:7]3([CH2:12][CH2:11][CH:10]([C:13]([F:15])([F:14])[F:16])[CH2:9][CH2:8]3)[C:17]2=[O:18])=[CH:4][CH:3]=1. The yield is 0.520. (2) The reactants are [CH3:1][O:2][CH2:3][CH2:4][O:5][CH2:6][CH2:7][O:8][C:9]1[CH:14]=[CH:13][C:12]([S:15][C:16]2[CH:21]=[CH:20][C:19]([O:22][CH2:23][CH2:24][O:25][CH2:26][CH2:27][O:28][CH3:29])=[CH:18][CH:17]=2)=[CH:11][CH:10]=1.[OH:30]O.O.C1(C)C=CC=CC=1. The catalyst is C(O)(=O)C.O.O.O.O.O.S([O-])([O-])(=O)=S.[Na+].[Na+]. The product is [CH3:29][O:28][CH2:27][CH2:26][O:25][CH2:24][CH2:23][O:22][C:19]1[CH:20]=[CH:21][C:16]([S:15]([C:12]2[CH:13]=[CH:14][C:9]([O:8][CH2:7][CH2:6][O:5][CH2:4][CH2:3][O:2][CH3:1])=[CH:10][CH:11]=2)=[O:30])=[CH:17][CH:18]=1. The yield is 0.950. (3) The reactants are Br[C:2]1[N:3]=[CH:4][C:5]2[N:6]([C:8]([C:11]3[CH:16]=[CH:15][C:14]([Cl:17])=[CH:13][CH:12]=3)=[CH:9][N:10]=2)[CH:7]=1.C([O-])([O-])=O.[K+].[K+].B([C:27]1[CH:35]=[CH:34][C:30]([C:31]([OH:33])=[O:32])=[CH:29][CH:28]=1)(O)O. The catalyst is CN(C=O)C.O. The product is [Cl:17][C:14]1[CH:15]=[CH:16][C:11]([C:8]2[N:6]3[CH:7]=[C:2]([C:27]4[CH:35]=[CH:34][C:30]([C:31]([OH:33])=[O:32])=[CH:29][CH:28]=4)[N:3]=[CH:4][C:5]3=[N:10][CH:9]=2)=[CH:12][CH:13]=1. The yield is 0.110. (4) The reactants are [F:1][C:2]1[CH:19]=[CH:18][C:5]([O:6][CH:7]([C:13](OCC)=[O:14])[C:8](OCC)=[O:9])=[CH:4][CH:3]=1.[H-].[Al+3].[Li+].[H-].[H-].[H-].O. The catalyst is C1COCC1. The product is [F:1][C:2]1[CH:3]=[CH:4][C:5]([O:6][CH:7]([CH2:13][OH:14])[CH2:8][OH:9])=[CH:18][CH:19]=1. The yield is 0.786. (5) The reactants are Br[C:2]1[CH:3]=[CH:4][C:5]2[C:11]3[N:12]=[C:13]([N:15]4[C:19]([CH3:21])([CH3:20])[C:18](=[O:22])[N:17]([CH3:23])[C:16]4=[O:24])[S:14][C:10]=3[CH2:9][CH2:8][O:7][C:6]=2[CH:25]=1.[CH3:26][C:27]([OH:44])([CH3:43])[CH2:28][N:29]1[CH:33]=[C:32](B2OC(C)(C)C(C)(C)O2)[CH:31]=[N:30]1. The catalyst is [Pd]. The product is [OH:44][C:27]([CH3:43])([CH3:26])[CH2:28][N:29]1[CH:33]=[C:32]([C:2]2[CH:3]=[CH:4][C:5]3[C:11]4[N:12]=[C:13]([N:15]5[C:19]([CH3:20])([CH3:21])[C:18](=[O:22])[N:17]([CH3:23])[C:16]5=[O:24])[S:14][C:10]=4[CH2:9][CH2:8][O:7][C:6]=3[CH:25]=2)[CH:31]=[N:30]1. The yield is 0.120. (6) The reactants are [CH3:1][O:2][C:3]1[CH:8]=[CH:7][C:6]([N:9]=[C:10]=[O:11])=[CH:5][CH:4]=1.[O:12]1[CH:16]=[CH:15][CH2:14][CH2:13]1. No catalyst specified. The product is [CH3:1][O:2][C:3]1[CH:4]=[CH:5][C:6]([NH:9][C:10]([C:13]2[O:12][CH2:16][CH2:15][CH:14]=2)=[O:11])=[CH:7][CH:8]=1. The yield is 0.890. (7) The reactants are [CH2:1]([O:3][C:4](=[O:34])[CH2:5][N:6]([S:22]([N:25]1[C:33]2[C:28](=[CH:29][CH:30]=[CH:31][CH:32]=2)[CH2:27][CH2:26]1)(=[O:24])=[O:23])[CH2:7][C:8]1[CH:13]=[CH:12][C:11]([O:14]CC2C=CC=CC=2)=[CH:10][CH:9]=1)[CH3:2]. The catalyst is [Pd]. The product is [CH2:1]([O:3][C:4](=[O:34])[CH2:5][N:6]([S:22]([N:25]1[C:33]2[C:28](=[CH:29][CH:30]=[CH:31][CH:32]=2)[CH2:27][CH2:26]1)(=[O:24])=[O:23])[CH2:7][C:8]1[CH:9]=[CH:10][C:11]([OH:14])=[CH:12][CH:13]=1)[CH3:2]. The yield is 0.990. (8) The reactants are C1(P(C2C=CC=CC=2)C2C=CC=CC=2)C=CC=CC=1.[Cl:20][CH2:21][CH2:22][CH2:23][OH:24].[Cl:25][C:26]1[C:35]2[C:30](=[CH:31][C:32](O)=[C:33]([O:36][CH3:37])[CH:34]=2)[N:29]=[CH:28][N:27]=1.N(C(OC(C)(C)C)=O)=NC(OC(C)(C)C)=O. The catalyst is ClCCl. The product is [Cl:25][C:26]1[C:35]2[C:30](=[CH:31][C:32]([O:24][CH2:23][CH2:22][CH2:21][Cl:20])=[C:33]([O:36][CH3:37])[CH:34]=2)[N:29]=[CH:28][N:27]=1. The yield is 0.910. (9) The product is [Cl:18][C:19]1[CH:20]=[C:21]2[C:25](=[CH:26][CH:27]=1)[NH:24][CH:23]=[C:22]2[CH2:28][CH2:29][NH:30][C:11](=[O:13])[C:10]1[CH:14]=[CH:15][CH:16]=[C:8]([O:1][C:2]2[CH:3]=[CH:4][CH:5]=[CH:6][CH:7]=2)[CH:9]=1. The yield is 0.190. The catalyst is CN(C=O)C. The reactants are [O:1]([C:8]1[CH:9]=[C:10]([CH:14]=[CH:15][CH:16]=1)[C:11]([OH:13])=O)[C:2]1[CH:7]=[CH:6][CH:5]=[CH:4][CH:3]=1.Cl.[Cl:18][C:19]1[CH:20]=[C:21]2[C:25](=[CH:26][CH:27]=1)[NH:24][CH:23]=[C:22]2[CH2:28][CH2:29][NH2:30].CN(C(ON1N=NC2C=CC=NC1=2)=[N+](C)C)C.F[P-](F)(F)(F)(F)F. (10) The reactants are [C:1]([O:5][C:6]([NH:8][C@@H:9]1[CH2:14][C@H:13]([NH:15][C:16]([O:18][C:19]([CH3:22])([CH3:21])[CH3:20])=[O:17])[CH2:12][N:11]([C:23]2[C:32]([N:33]3[CH2:38][C@@H:37]([NH:39][C:40]([O:42][C:43]([CH3:46])([CH3:45])[CH3:44])=[O:41])[CH2:36][C@@H:35]([NH:47][C:48]([O:50][C:51]([CH3:54])([CH3:53])[CH3:52])=[O:49])[CH2:34]3)=[N:31][C:30]3[C:25](=[CH:26][CH:27]=[C:28]([NH2:55])[CH:29]=3)[N:24]=2)[CH2:10]1)=[O:7])([CH3:4])([CH3:3])[CH3:2].[N+:56]([C:59]1[CH:67]=[CH:66][C:62]([C:63](Cl)=[O:64])=[CH:61][CH:60]=1)([O-:58])=[O:57].C(N(C(C)C)C(C)C)C.CCCCCC.CCOC(C)=O. The catalyst is CN(C=O)C.CCOC(C)=O. The product is [C:1]([O:5][C:6]([NH:8][C@@H:9]1[CH2:14][C@H:13]([NH:15][C:16]([O:18][C:19]([CH3:22])([CH3:21])[CH3:20])=[O:17])[CH2:12][N:11]([C:23]2[C:32]([N:33]3[CH2:34][C@@H:35]([NH:47][C:48]([O:50][C:51]([CH3:54])([CH3:53])[CH3:52])=[O:49])[CH2:36][C@@H:37]([NH:39][C:40]([O:42][C:43]([CH3:46])([CH3:45])[CH3:44])=[O:41])[CH2:38]3)=[N:31][C:30]3[C:25](=[CH:26][CH:27]=[C:28]([NH:55][C:63](=[O:64])[C:62]4[CH:61]=[CH:60][C:59]([N+:56]([O-:58])=[O:57])=[CH:67][CH:66]=4)[CH:29]=3)[N:24]=2)[CH2:10]1)=[O:7])([CH3:2])([CH3:3])[CH3:4]. The yield is 0.786.